The task is: Regression/Classification. Given a drug SMILES string, predict its absorption, distribution, metabolism, or excretion properties. Task type varies by dataset: regression for continuous measurements (e.g., permeability, clearance, half-life) or binary classification for categorical outcomes (e.g., BBB penetration, CYP inhibition). Dataset: cyp2c19_veith.. This data is from CYP2C19 inhibition data for predicting drug metabolism from PubChem BioAssay. (1) The drug is Nc1ccc(N2C(=O)c3ccccc3C2=O)c(Cl)c1. The result is 0 (non-inhibitor). (2) The molecule is Cc1cccc(-n2ncc3c(Nc4c(C)n(C)n(-c5ccccc5)c4=O)ncnc32)c1. The result is 0 (non-inhibitor). (3) The drug is COc1ccccc1CN1CC[C@@]2(CCCN(C(=O)c3ccco3)C2)C1. The result is 0 (non-inhibitor). (4) The result is 0 (non-inhibitor). The drug is C#CCOC(=O)C1=CCCN(C)C1.Cc1ccc(S(=O)(=O)O)cc1. (5) The compound is CC/C=C\CC[C@H](O)C1=CCCCC1=O. The result is 0 (non-inhibitor). (6) The molecule is CCOC(=O)C1=C(C)NC(C)=C(C(=O)OC)[C@H]1c1cccc(Cl)c1Cl. The result is 1 (inhibitor). (7) The compound is Cl.N#Cc1cccc(C(c2nnnn2C2CCCC2)N2CCCCCC2)c1. The result is 1 (inhibitor). (8) The molecule is COc1ccc(Nc2ncc3c(n2)CC(c2ccc(C)cc2)CC3=O)cc1. The result is 1 (inhibitor). (9) The drug is CC(C)=CCC/C(C)=C/CO/N=C1/C[C@@H](O)[C@@H](O)[C@@H]2[C@@H]3C(=O)N(C4CCCCC4)C(=O)[C@H]3CC[C@@H]12. The result is 0 (non-inhibitor).